This data is from Catalyst prediction with 721,799 reactions and 888 catalyst types from USPTO. The task is: Predict which catalyst facilitates the given reaction. (1) Reactant: [N:1]1([C:7]2[C:16]3[C:11](=[CH:12][CH:13]=[CH:14][CH:15]=3)[N:10]=[C:9]([C:17]3[CH:22]=[CH:21][CH:20]=[CH:19][C:18]=3[OH:23])[N:8]=2)[CH2:6][CH2:5][NH:4][CH2:3][CH2:2]1.C(N(CC)CC)C.[OH:31][C@H:32]([CH2:36][CH:37]([CH3:39])[CH3:38])[C:33](O)=[O:34].CN(C(ON1N=NC2C=CC=NC1=2)=[N+](C)C)C.F[P-](F)(F)(F)(F)F. Product: [OH:31][C@H:32]([CH2:36][CH:37]([CH3:39])[CH3:38])[C:33]([N:4]1[CH2:3][CH2:2][N:1]([C:7]2[C:16]3[C:11](=[CH:12][CH:13]=[CH:14][CH:15]=3)[N:10]=[C:9]([C:17]3[CH:22]=[CH:21][CH:20]=[CH:19][C:18]=3[OH:23])[N:8]=2)[CH2:6][CH2:5]1)=[O:34]. The catalyst class is: 2. (2) Reactant: Br[C:2]1[CH:3]=[N:4][CH:5]=[N:6][CH:7]=1.[Br:8][C:9]1[CH:14]=[CH:13][CH:12]=[CH:11][C:10]=1B(O)O.C(=O)([O-])[O-].[K+].[K+]. Product: [Br:8][C:9]1[CH:14]=[CH:13][CH:12]=[CH:11][C:10]=1[C:2]1[CH:3]=[N:4][CH:5]=[N:6][CH:7]=1. The catalyst class is: 77. (3) Reactant: [NH2:1][C@@H:2]([CH:6]([CH3:8])[CH3:7])[C:3]([OH:5])=[O:4].[OH-].[Na+].[CH3:11][O:12][C:13](Cl)=[O:14].Cl. Product: [CH3:11][O:12][C:13]([NH:1][C@@H:2]([CH:6]([CH3:8])[CH3:7])[C:3]([OH:5])=[O:4])=[O:14]. The catalyst class is: 6. (4) Product: [F:26][C:20]1[C:21]2[N:22]=[CH:23][O:24][C:25]=2[C:17]([NH:16][S:13]([CH:11]2[CH2:12][CH:10]2[CH2:9][OH:8])(=[O:15])=[O:14])=[C:18]([NH:28][C:29]2[CH:34]=[CH:33][C:32]([I:35])=[CH:31][C:30]=2[F:36])[C:19]=1[F:27]. Reactant: C([O:8][CH2:9][CH:10]1[CH2:12][CH:11]1[S:13]([NH:16][C:17]1[C:25]2[O:24][CH:23]=[N:22][C:21]=2[C:20]([F:26])=[C:19]([F:27])[C:18]=1[NH:28][C:29]1[CH:34]=[CH:33][C:32]([I:35])=[CH:31][C:30]=1[F:36])(=[O:15])=[O:14])C1C=CC=CC=1.B(Cl)(Cl)Cl. The catalyst class is: 2. (5) Product: [C:1]([O:5][C:6]([N:8]1[CH2:13][CH2:12][CH2:11][CH2:10][CH:9]1[CH2:14][C:15]([O:17][CH2:25][C:26](=[O:27])[C:28]1[CH:33]=[CH:32][CH:31]=[CH:30][CH:29]=1)=[O:16])=[O:7])([CH3:4])([CH3:2])[CH3:3]. Reactant: [C:1]([O:5][C:6]([N:8]1[CH2:13][CH2:12][CH2:11][CH2:10][CH:9]1[CH2:14][C:15]([OH:17])=[O:16])=[O:7])([CH3:4])([CH3:3])[CH3:2].C(=O)([O-])[O-].[Na+].[Na+].Br[CH2:25][C:26]([C:28]1[CH:33]=[CH:32][CH:31]=[CH:30][CH:29]=1)=[O:27]. The catalyst class is: 97. (6) Reactant: [CH:1]1([C:4]2[CH:5]=[CH:6][C:7]([C:10]([F:15])([F:14])[C:11]([OH:13])=O)=[N:8][CH:9]=2)[CH2:3][CH2:2]1.P(Cl)(Cl)(Cl)=O.Cl.[NH2:22][CH2:23][C:24]1[CH:25]=[C:26]2[C:30](=[CH:31][CH:32]=1)[C:29](=[O:33])[N:28]([CH:34]1[CH2:39][CH2:38][C:37](=[O:40])[NH:36][C:35]1=[O:41])[CH2:27]2.C(=O)(O)[O-].[Na+]. Product: [CH:1]1([C:4]2[CH:5]=[CH:6][C:7]([C:10]([F:15])([F:14])[C:11]([NH:22][CH2:23][C:24]3[CH:25]=[C:26]4[C:30](=[CH:31][CH:32]=3)[C:29](=[O:33])[N:28]([CH:34]3[CH2:39][CH2:38][C:37](=[O:40])[NH:36][C:35]3=[O:41])[CH2:27]4)=[O:13])=[N:8][CH:9]=2)[CH2:2][CH2:3]1. The catalyst class is: 17. (7) Product: [Cl:12][C:13]1[N:18]=[CH:17][N:16]=[C:15]([C:19]([O:11][C:7]([CH3:10])([CH3:9])[CH3:8])=[O:20])[C:14]=1[CH3:22]. Reactant: N1C=CC=CC=1.[C:7]([OH:11])([CH3:10])([CH3:9])[CH3:8].[Cl:12][C:13]1[N:18]=[CH:17][N:16]=[C:15]([C:19](Cl)=[O:20])[C:14]=1[CH3:22]. The catalyst class is: 4.